This data is from Reaction yield outcomes from USPTO patents with 853,638 reactions. The task is: Predict the reaction yield, written as a fraction of the theoretical maximum amount of product (1.0 means a 100% yield; for example, 0.34 means a 34% yield). (1) The reactants are C(OC([N:8]([CH3:51])[C@@H:9]([CH3:50])[C:10]([NH:12][C@H:13]1[C:19]2([CH2:24][CH2:23][O:22][CH2:21][CH2:20]2)[O:18][C:17]2[CH:25]=[CH:26][CH:27]=[CH:28][C:16]=2[N:15]([CH2:29][C:30]2[C:39](OC)=[CH:38][CH:37]=[C:36]3[C:31]=2[CH:32]=[CH:33][C:34]([C:42]([NH:44][S:45]([CH3:48])(=[O:47])=[O:46])=[O:43])=[CH:35]3)[C:14]1=[O:49])=[O:11])=O)(C)(C)C.[C:52]([OH:58])([C:54]([F:57])([F:56])[F:55])=[O:53]. The catalyst is C(Cl)Cl. The product is [F:55][C:54]([F:57])([F:56])[C:52]([OH:58])=[O:53].[CH2:52]([O:53][C:35]1[C:36]2[C:31](=[C:30]([CH2:29][N:15]3[C:14](=[O:49])[C@@H:13]([NH:12][C:10](=[O:11])[C@@H:9]([NH:8][CH3:51])[CH3:50])[C:19]4([CH2:20][CH2:21][O:22][CH2:23][CH2:24]4)[O:18][C:17]4[CH:25]=[CH:26][CH:27]=[CH:28][C:16]3=4)[CH:39]=[CH:38][CH:37]=2)[CH:32]=[CH:33][C:34]=1[C:42]([NH:44][S:45]([CH3:48])(=[O:46])=[O:47])=[O:43])[CH3:54]. The yield is 0.670. (2) The yield is 0.660. The reactants are [F:1][C:2]1[CH:30]=[CH:29][C:5]([C:6]([NH:8][C:9]2[C:10]([CH3:28])=[C:11]([CH3:27])[C:12]3[O:16][C:15]([CH3:17])=[C:14]([C:18]4[CH:23]=[CH:22][C:21]([F:24])=[CH:20][CH:19]=4)[C:13]=3[C:25]=2[CH3:26])=O)=[CH:4][CH:3]=1. The product is [F:1][C:2]1[CH:30]=[CH:29][C:5]([CH2:6][NH:8][C:9]2[C:10]([CH3:28])=[C:11]([CH3:27])[C:12]3[O:16][C:15]([CH3:17])=[C:14]([C:18]4[CH:23]=[CH:22][C:21]([F:24])=[CH:20][CH:19]=4)[C:13]=3[C:25]=2[CH3:26])=[CH:4][CH:3]=1. The catalyst is C(O)C.